This data is from Catalyst prediction with 721,799 reactions and 888 catalyst types from USPTO. The task is: Predict which catalyst facilitates the given reaction. (1) Reactant: Br[C:2]1[N:6]([CH2:7][C:8]2[CH:13]=[CH:12][C:11]([O:14][CH3:15])=[CH:10][CH:9]=2)[N:5]=[C:4]([CH2:16][O:17][CH3:18])[N:3]=1.[Cl:19][C:20]1[CH:21]=[C:22]([CH:24]=[C:25]([Cl:27])[CH:26]=1)[NH2:23].CC([O-])(C)C.[Na+]. Product: [Cl:19][C:20]1[CH:21]=[C:22]([NH:23][C:2]2[N:6]([CH2:7][C:8]3[CH:13]=[CH:12][C:11]([O:14][CH3:15])=[CH:10][CH:9]=3)[N:5]=[C:4]([CH2:16][O:17][CH3:18])[N:3]=2)[CH:24]=[C:25]([Cl:27])[CH:26]=1. The catalyst class is: 3. (2) Reactant: C([O:8][C:9]1[CH:18]=[C:17]2[C:12]([CH:13]=[CH:14][C:15]([OH:20])=[C:16]2[Cl:19])=[CH:11][C:10]=1[C:21]1[N:22]=[N:23][C:24]([N:27]([CH3:38])[CH:28]2[CH2:33][C:32]([CH3:35])([CH3:34])[NH:31][C:30]([CH3:37])([CH3:36])[CH2:29]2)=[CH:25][CH:26]=1)C1C=CC=CC=1.B(Br)(Br)Br. Product: [Cl:19][C:16]1[C:17]2[C:12](=[CH:11][C:10]([C:21]3[N:22]=[N:23][C:24]([N:27]([CH3:38])[CH:28]4[CH2:29][C:30]([CH3:36])([CH3:37])[NH:31][C:32]([CH3:35])([CH3:34])[CH2:33]4)=[CH:25][CH:26]=3)=[C:9]([OH:8])[CH:18]=2)[CH:13]=[CH:14][C:15]=1[OH:20]. The catalyst class is: 2. (3) Reactant: [OH:1][C:2]1[CH:7]=[CH:6][C:5]([CH:8]2[CH2:19][CH2:18][C:11]3([CH2:13][CH:12]3[C:14]([O:16][CH3:17])=[O:15])[CH2:10][CH2:9]2)=[CH:4][CH:3]=1.C(N(CC)CC)C.[S:27](O[S:27]([C:30]([F:33])([F:32])[F:31])(=[O:29])=[O:28])([C:30]([F:33])([F:32])[F:31])(=[O:29])=[O:28]. Product: [F:31][C:30]([F:33])([F:32])[S:27]([O:1][C:2]1[CH:3]=[CH:4][C:5]([CH:8]2[CH2:19][CH2:18][C:11]3([CH2:13][CH:12]3[C:14]([O:16][CH3:17])=[O:15])[CH2:10][CH2:9]2)=[CH:6][CH:7]=1)(=[O:29])=[O:28]. The catalyst class is: 2. (4) Reactant: [S:1](Cl)([CH3:4])(=[O:3])=[O:2].[OH:6][C@@H:7]1[CH2:24][C@@:22]2([CH3:23])[C@@H:18]([C@@H:19]3[CH2:26][C@@H:20]3[C:21]2=[O:25])[C@H:17]2[C@H:8]1[C@:9]1([CH3:28])[C:14]([CH2:15][CH2:16]2)=[CH:13][C:12](=[O:27])[CH2:11][CH2:10]1. Product: [S:1]([O:6][C@@H:7]1[CH2:24][C@@:22]2([CH3:23])[C@@H:18]([C@@H:19]3[CH2:26][C@@H:20]3[C:21]2=[O:25])[C@H:17]2[C@H:8]1[C@:9]1([CH3:28])[C:14]([CH2:15][CH2:16]2)=[CH:13][C:12](=[O:27])[CH2:11][CH2:10]1)([CH3:4])(=[O:3])=[O:2]. The catalyst class is: 300. (5) Reactant: [CH2:1]([O:3][C:4]([C:6]1[N:7]=[C:8]([CH3:12])[S:9][C:10]=1[NH2:11])=[O:5])[CH3:2].C1(P(C2C=CC=CC=2)C2C3OC4C(=CC=CC=4P(C4C=CC=CC=4)C4C=CC=CC=4)C(C)(C)C=3C=CC=2)C=CC=CC=1.Br[C:56]1[CH:57]=[N:58][CH:59]=[CH:60][CH:61]=1.C(=O)([O-])[O-].[Cs+].[Cs+]. Product: [CH2:1]([O:3][C:4]([C:6]1[N:7]=[C:8]([CH3:12])[S:9][C:10]=1[NH:11][C:56]1[CH:57]=[N:58][CH:59]=[CH:60][CH:61]=1)=[O:5])[CH3:2]. The catalyst class is: 523. (6) Reactant: [CH:1]1([N:5]2[CH2:11][CH2:10][C:9]3[CH:12]=[C:13]([C:16]([OH:18])=O)[CH:14]=[CH:15][C:8]=3[CH2:7][CH2:6]2)[CH2:4][CH2:3][CH2:2]1.[OH-].[NH4+:20]. Product: [CH:1]1([N:5]2[CH2:11][CH2:10][C:9]3[CH:12]=[C:13]([C:16]([NH2:20])=[O:18])[CH:14]=[CH:15][C:8]=3[CH2:7][CH2:6]2)[CH2:4][CH2:3][CH2:2]1. The catalyst class is: 1. (7) Reactant: [CH3:1][O:2][C@@H:3]1[C@H:10]([OH:11])[CH2:9][CH2:8][C@@:5]2([O:7][CH2:6]2)[C@H:4]1[C@:12]1([CH3:20])[C@@H:14]([CH2:15][CH:16]=[C:17]([CH3:19])[CH3:18])[O:13]1.[C:21]1([P:27](=[O:36])([C:30]2[CH:35]=[CH:34][CH:33]=[CH:32][CH:31]=2)[CH:28]=[CH2:29])[CH:26]=[CH:25][CH:24]=[CH:23][CH:22]=1.[OH-].[K+].CCOCC. Product: [CH3:1][O:2][C@@H:3]1[C@H:10]([O:11][CH2:29][CH2:28][P:27](=[O:36])([C:21]2[CH:26]=[CH:25][CH:24]=[CH:23][CH:22]=2)[C:30]2[CH:35]=[CH:34][CH:33]=[CH:32][CH:31]=2)[CH2:9][CH2:8][C@@:5]2([O:7][CH2:6]2)[C@H:4]1[C@:12]1([CH3:20])[C@@H:14]([CH2:15][CH:16]=[C:17]([CH3:19])[CH3:18])[O:13]1. The catalyst class is: 11.